This data is from Full USPTO retrosynthesis dataset with 1.9M reactions from patents (1976-2016). The task is: Predict the reactants needed to synthesize the given product. Given the product [OH:30][C@H:18]([C:19]1[C:27]2[S:26][C:25](=[O:28])[NH:24][C:23]=2[C:22]([OH:29])=[CH:21][CH:20]=1)[CH2:17][N:16]([CH2:15][C:12]1[CH:13]=[CH:14][C:9]([O:8][CH2:7][CH2:6][N:59]2[CH2:60][CH2:61][C:55]3([O:54][CH2:53][CH2:52][N:51]([C:49]([C:47]4[N:48]=[C:44]([C:38]5[CH:39]=[CH:40][CH:41]=[CH:42][CH:43]=5)[S:45][CH:46]=4)=[O:50])[CH2:56]3)[CH2:57][CH2:58]2)=[CH:10][CH:11]=1)[C:31](=[O:32])[O:33][C:34]([CH3:35])([CH3:37])[CH3:36], predict the reactants needed to synthesize it. The reactants are: CS(O[CH2:6][CH2:7][O:8][C:9]1[CH:14]=[CH:13][C:12]([CH2:15][N:16]([C:31]([O:33][C:34]([CH3:37])([CH3:36])[CH3:35])=[O:32])[CH2:17][C@H:18]([OH:30])[C:19]2[C:27]3[S:26][C:25](=[O:28])[NH:24][C:23]=3[C:22]([OH:29])=[CH:21][CH:20]=2)=[CH:11][CH:10]=1)(=O)=O.[C:38]1([C:44]2[S:45][CH:46]=[C:47]([C:49]([N:51]3[CH2:56][C:55]4([CH2:61][CH2:60][NH:59][CH2:58][CH2:57]4)[O:54][CH2:53][CH2:52]3)=[O:50])[N:48]=2)[CH:43]=[CH:42][CH:41]=[CH:40][CH:39]=1.C(N(CC)CC)C.